Dataset: Catalyst prediction with 721,799 reactions and 888 catalyst types from USPTO. Task: Predict which catalyst facilitates the given reaction. (1) Reactant: [Cl:1][C:2]1[CH:7]=[CH:6][CH:5]=[CH:4][C:3]=1[CH2:8][C:9]([OH:11])=[O:10].C1C(=O)N([Br:19])C(=O)C1.C(OOC(=O)C1C=CC=CC=1)(=O)C1C=CC=CC=1. Product: [Br:19][CH:8]([C:3]1[CH:4]=[CH:5][CH:6]=[CH:7][C:2]=1[Cl:1])[C:9]([OH:11])=[O:10]. The catalyst class is: 53. (2) Product: [F:30][C:29]([F:32])([F:31])[C:27]([NH:1][C:2]1[CH:3]=[CH:4][C:5]([C:8]([OH:17])([C:9]([F:10])([F:11])[F:12])[C:13]([F:14])([F:15])[F:16])=[CH:6][CH:7]=1)=[O:28]. Reactant: [NH2:1][C:2]1[CH:7]=[CH:6][C:5]([C:8]([OH:17])([C:13]([F:16])([F:15])[F:14])[C:9]([F:12])([F:11])[F:10])=[CH:4][CH:3]=1.CCN(C(C)C)C(C)C.[C:27](O[C:27]([C:29]([F:32])([F:31])[F:30])=[O:28])([C:29]([F:32])([F:31])[F:30])=[O:28].[NH4+].[Cl-]. The catalyst class is: 158.